Dataset: Reaction yield outcomes from USPTO patents with 853,638 reactions. Task: Predict the reaction yield, written as a fraction of the theoretical maximum amount of product (1.0 means a 100% yield; for example, 0.34 means a 34% yield). (1) The catalyst is O1CCCC1.O. The yield is 0.660. The product is [CH3:6][O:7][C:8]([C:10]1[N:11]=[C:12]([NH:15][C:16](=[O:42])[C@@H:17]([NH:25][C:26](=[O:41])[C@H:27]([NH2:40])[C:28]2[CH:29]=[CH:30][C:31]([O:34][CH2:35][C@H:36]([O:39][Si:2]([CH3:5])([CH3:4])[CH3:3])[CH2:37][O:38][Si:2]([CH3:5])([CH3:4])[CH3:3])=[CH:32][CH:33]=2)[CH2:18][C:19]2[CH:20]=[CH:21][CH:22]=[CH:23][CH:24]=2)[S:13][CH:14]=1)=[O:9]. The reactants are Cl[Si:2]([CH3:5])([CH3:4])[CH3:3].[CH3:6][O:7][C:8]([C:10]1[N:11]=[C:12]([NH:15][C:16](=[O:42])[C@@H:17]([NH:25][C:26](=[O:41])[C@H:27]([NH2:40])[C:28]2[CH:33]=[CH:32][C:31]([O:34][CH2:35][C@H:36]([OH:39])[CH2:37][OH:38])=[CH:30][CH:29]=2)[CH2:18][C:19]2[CH:24]=[CH:23][CH:22]=[CH:21][CH:20]=2)[S:13][CH:14]=1)=[O:9].C(N(CC)CC)C. (2) The reactants are Cl.Cl[C:3]1[N:12]=[C:11]([N:13]([C:15]2[CH:20]=[CH:19][C:18]([O:21][CH3:22])=[CH:17][CH:16]=2)[CH3:14])[C:10]2[C:5](=[CH:6][CH:7]=[CH:8][CH:9]=2)[N:4]=1.[CH3:23][O:24][CH2:25][CH2:26][O:27][CH2:28][CH2:29][O:30][C:31](=[O:40])[O:32]N1C(=O)CCC1=O.[CH2:41]([N:43](CC)CC)[CH3:42]. The product is [CH3:22][O:21][C:18]1[CH:19]=[CH:20][C:15]([N:13]([CH3:14])[C:11]2[C:10]3[C:5](=[CH:6][CH:7]=[CH:8][CH:9]=3)[N:4]=[C:3]([NH:43][CH2:41][CH2:42][O:32][C:31](=[O:40])[O:30][CH2:29][CH2:28][O:27][CH2:26][CH2:25][O:24][CH3:23])[N:12]=2)=[CH:16][CH:17]=1. The yield is 0.750. The catalyst is C(CN)O.O.C(OCC)(=O)C.CN(C1C=CN=CC=1)C.C(Cl)Cl. (3) The reactants are [C:1]1([S:7](Cl)(=[O:9])=[O:8])[CH:6]=[CH:5][CH:4]=[CH:3][CH:2]=1.[Br:11][C:12]1[CH:13]=[C:14]([NH:19][CH2:20][CH:21]([O:25][CH2:26][CH3:27])[O:22][CH2:23][CH3:24])[CH:15]=[CH:16][C:17]=1[CH3:18].N1C=CC=CC=1.C(=O)([O-])O.[Na+]. The product is [Br:11][C:12]1[CH:13]=[C:14]([N:19]([CH2:20][CH:21]([O:25][CH2:26][CH3:27])[O:22][CH2:23][CH3:24])[S:7]([C:1]2[CH:6]=[CH:5][CH:4]=[CH:3][CH:2]=2)(=[O:9])=[O:8])[CH:15]=[CH:16][C:17]=1[CH3:18]. The yield is 0.830. The catalyst is ClCCl. (4) The reactants are S(C1CC(=O)N(O)C1=O)(O)(=O)=O.Cl.C(N=C=NCCCN(C)C)C.Cl.[OH:26][CH:27]1[O:35][C@H:34]([CH2:36][OH:37])[C@@H:32]([OH:33])[C@H:30]([OH:31])[C@H:28]1[NH2:29].[Sn](Cl)Cl.O=C([O-])[C@@H]([C@H]([C@@H]([C@@H](CO)O)O)O)O. The catalyst is C([O-])(O)=O.[Na+].O. The product is [OH:26][CH:27]1[O:35][C@H:34]([CH2:36][OH:37])[C@@H:32]([OH:33])[C@H:30]([OH:31])[C@H:28]1[NH2:29]. The yield is 0.600. (5) The reactants are [CH3:1][O:2][C:3](=[O:11])[C@H:4]([OH:10])[CH2:5][C:6]([O:8][CH3:9])=[O:7].[CH3:12]I. The catalyst is C(#N)C.[Ag]=O. The product is [CH3:1][O:2][C:3](=[O:11])[C@H:4]([O:10][CH3:12])[CH2:5][C:6]([O:8][CH3:9])=[O:7]. The yield is 0.880. (6) The reactants are [ClH:1].O1CCOCC1.OC(C(F)(F)F)=O.[CH3:15][N:16]([C:40]1[CH:45]=[CH:44][CH:43]=[CH:42][CH:41]=1)[C:17]([N:19]1[CH2:24][CH2:23][N:22](C(OC(C)(C)C)=O)[CH2:21][CH:20]1[CH2:32][O:33][C:34]1[CH:35]=[N:36][CH:37]=[CH:38][CH:39]=1)=[O:18]. The catalyst is CO. The product is [ClH:1].[ClH:1].[CH3:15][N:16]([C:40]1[CH:45]=[CH:44][CH:43]=[CH:42][CH:41]=1)[C:17]([N:19]1[CH2:24][CH2:23][NH:22][CH2:21][CH:20]1[CH2:32][O:33][C:34]1[CH:35]=[N:36][CH:37]=[CH:38][CH:39]=1)=[O:18]. The yield is 0.810. (7) The reactants are Br[C:2]1[C:3](=[O:9])[CH2:4][CH2:5][C:6]=1[O:7][CH3:8].[CH:10]1([B-](F)(F)F)[CH2:12][CH2:11]1.[K+].C([O-])([O-])=O.[Cs+].[Cs+].O. The catalyst is C1(C)C=CC=CC=1.C(OCC)(=O)C.[Pd](Cl)Cl.C(P(C(C)(C)C)[C-]1C=CC=C1)(C)(C)C.[C-]1(P(C(C)(C)C)C(C)(C)C)C=CC=C1.[Fe+2]. The product is [CH:10]1([C:2]2[C:3](=[O:9])[CH2:4][CH2:5][C:6]=2[O:7][CH3:8])[CH2:12][CH2:11]1. The yield is 0.820. (8) The reactants are [CH2:1]([O:3][C:4]1[CH:5]=[C:6]([CH:12]([N:17]2[C:25](=[O:26])[C:24]3[C:19](=[CH:20][CH:21]=[CH:22][C:23]=3[NH:27][C:28](=[O:30])[CH3:29])[C:18]2=[O:31])[CH2:13][CH:14]([OH:16])[CH3:15])[CH:7]=[CH:8][C:9]=1[O:10][CH3:11])[CH3:2].C1C=CC(N=NC2C=CC(N)=NC=2N)=CC=1.Cl.[Cr](Cl)([O-])(=O)=O. The catalyst is C(Cl)Cl. The product is [CH2:1]([O:3][C:4]1[CH:5]=[C:6]([CH:12]([N:17]2[C:25](=[O:26])[C:24]3[C:19](=[CH:20][CH:21]=[CH:22][C:23]=3[NH:27][C:28](=[O:30])[CH3:29])[C:18]2=[O:31])[CH2:13][C:14](=[O:16])[CH3:15])[CH:7]=[CH:8][C:9]=1[O:10][CH3:11])[CH3:2]. The yield is 0.760. (9) The reactants are Br[C:2]1[CH:3]=[N:4][CH:5]=[C:6]([N+:9]([O-:11])=[O:10])[C:7]=1[NH2:8].[N:12]1[CH:17]=[CH:16][CH:15]=[C:14](B(O)O)[CH:13]=1.C([O-])([O-])=O.[Na+].[Na+]. The catalyst is Cl[Pd](Cl)([P](C1C=CC=CC=1)(C1C=CC=CC=1)C1C=CC=CC=1)[P](C1C=CC=CC=1)(C1C=CC=CC=1)C1C=CC=CC=1.O1CCOCC1. The product is [N+:9]([C:6]1[C:7]([NH2:8])=[C:2]([C:14]2[CH:13]=[N:12][CH:17]=[CH:16][CH:15]=2)[CH:3]=[N:4][CH:5]=1)([O-:11])=[O:10]. The yield is 0.870. (10) The reactants are N1C2C(=CC=CC=2)C(CC(=O)C(O)=O)=C1.C(O)(=O)C(C)=O.[OH:22][C:23]([CH2:33][C:34]1[C:42]2[C:37](=[CH:38][CH:39]=[CH:40][CH:41]=2)[NH:36][CH:35]=1)([C:30]([OH:32])=[O:31])[CH2:24][C:25](=O)[C:26]([OH:28])=[O:27].Cl.[NH2:44][OH:45].Cl. The catalyst is [OH-].[Na+]. The product is [OH:22][C:23]([CH2:33][C:34]1[C:42]2[C:37](=[CH:38][CH:39]=[CH:40][CH:41]=2)[NH:36][CH:35]=1)([C:30]([OH:32])=[O:31])[CH2:24][C:25](=[N:44][OH:45])[C:26]([OH:28])=[O:27]. The yield is 0.400.